Dataset: Forward reaction prediction with 1.9M reactions from USPTO patents (1976-2016). Task: Predict the product of the given reaction. The product is: [I:1][C:2]1[C:10]2[C:5](=[CH:6][CH:7]=[C:8]([S:11]([CH3:14])(=[O:12])=[O:13])[CH:9]=2)[N:4]([CH3:15])[N:3]=1. Given the reactants [I:1][C:2]1[C:10]2[C:5](=[CH:6][CH:7]=[C:8]([S:11]([CH3:14])(=[O:13])=[O:12])[CH:9]=2)[NH:4][N:3]=1.[CH3:15]C([O-])(C)C.[K+].IC, predict the reaction product.